Dataset: Forward reaction prediction with 1.9M reactions from USPTO patents (1976-2016). Task: Predict the product of the given reaction. (1) Given the reactants [CH3:1][N:2]1[C:10]2[CH:9]=[CH:8][CH:7]=[CH:6][C:5]=2[C:4]2[CH2:11][CH2:12][C:13]3([CH2:18][CH2:17][NH:16][CH2:15][CH2:14]3)[C:3]1=2.C(N(CC)CC)C.Cl[CH2:27][C:28]1[CH:33]=[CH:32][C:31]([O:34][CH3:35])=[CH:30][CH:29]=1.[Cl-].[Na+], predict the reaction product. The product is: [CH3:35][O:34][C:31]1[CH:32]=[CH:33][C:28]([CH2:27][N:16]2[CH2:17][CH2:18][C:13]3([C:3]4[N:2]([CH3:1])[C:10]5[CH:9]=[CH:8][CH:7]=[CH:6][C:5]=5[C:4]=4[CH2:11][CH2:12]3)[CH2:14][CH2:15]2)=[CH:29][CH:30]=1. (2) Given the reactants [OH:1][C:2]1([C:15]([OH:17])=[O:16])[C:14]2[CH:13]=[CH:12][CH:11]=[CH:10][C:9]=2[C:8]2[C:3]1=[CH:4][CH:5]=[CH:6][CH:7]=2.S(=O)(=O)(O)O.[C:23](=O)([O-])O.[Na+], predict the reaction product. The product is: [OH:1][C:2]1([C:15]([O:17][CH3:23])=[O:16])[C:3]2[CH:4]=[CH:5][CH:6]=[CH:7][C:8]=2[C:9]2[C:14]1=[CH:13][CH:12]=[CH:11][CH:10]=2. (3) Given the reactants [CH2:1]([N:3]1[CH:12]=[C:11]([C:13]2[CH:14]=[N:15][NH:16][CH:17]=2)[C:10]2[C:5](=[CH:6][C:7]([O:20][CH3:21])=[C:8]([O:18][CH3:19])[CH:9]=2)[C:4]1=[O:22])[CH3:2].[H-].[Na+].[F:25][C:26]1[CH:33]=[CH:32][CH:31]=[CH:30][C:27]=1[CH2:28]Br, predict the reaction product. The product is: [F:25][C:26]1[CH:33]=[CH:32][CH:31]=[CH:30][C:27]=1[CH2:28][N:15]1[CH:14]=[C:13]([C:11]2[C:10]3[C:5](=[CH:6][C:7]([O:20][CH3:21])=[C:8]([O:18][CH3:19])[CH:9]=3)[C:4](=[O:22])[N:3]([CH2:1][CH3:2])[CH:12]=2)[CH:17]=[N:16]1.